Dataset: Forward reaction prediction with 1.9M reactions from USPTO patents (1976-2016). Task: Predict the product of the given reaction. (1) Given the reactants C([NH:3][C:4]1[S:5][CH:6]=[C:7]([CH2:9][C:10]([N:12]2[CH2:17][CH2:16][N:15]([C:18]3[CH:23]=[CH:22][C:21]([NH:24][C:25]([C:27]4[CH2:32][CH2:31][CH2:30][CH2:29][C:28]=4[C:33]4[CH:38]=[CH:37][C:36]([C:39]([F:42])([F:41])[F:40])=[CH:35][CH:34]=4)=[O:26])=[CH:20][CH:19]=3)[CH2:14][CH2:13]2)=[O:11])[N:8]=1)=O.Cl, predict the reaction product. The product is: [NH2:3][C:4]1[S:5][CH:6]=[C:7]([CH2:9][C:10]([N:12]2[CH2:17][CH2:16][N:15]([C:18]3[CH:23]=[CH:22][C:21]([NH:24][C:25]([C:27]4[CH2:32][CH2:31][CH2:30][CH2:29][C:28]=4[C:33]4[CH:34]=[CH:35][C:36]([C:39]([F:40])([F:42])[F:41])=[CH:37][CH:38]=4)=[O:26])=[CH:20][CH:19]=3)[CH2:14][CH2:13]2)=[O:11])[N:8]=1. (2) The product is: [CH3:9][C:10]1[N+:11]([O-:12])=[C:1]([C:2]2[CH:7]=[CH:6][CH:5]=[CH:4][CH:3]=2)[O:8][C:13]=1[CH3:15]. Given the reactants [CH:1](=[O:8])[C:2]1[CH:7]=[CH:6][CH:5]=[CH:4][CH:3]=1.[CH3:9]/[C:10](/[C:13]([CH3:15])=O)=[N:11]\[OH:12].Cl.[OH-].[Na+], predict the reaction product. (3) The product is: [ClH:54].[ClH:54].[O:27]1[C:28]2[C:33](=[CH:32][CH:31]=[CH:30][CH:29]=2)[C@H:24]([NH:23][C:22]([C@@H:21]2[CH2:20][N:19]3[CH2:35][C:36]([F:38])([F:39])[CH2:37][C@@H:18]3[CH2:17][N:16]2[C:14](=[O:15])[C@@H:13]([NH:12][C:10](=[O:11])[C@H:9]([CH3:46])[NH:7][CH3:6])[C:40]2[CH:45]=[CH:44][CH:43]=[CH:42][CH:41]=2)=[O:34])[CH2:25][CH2:26]1. Given the reactants C(O[C:6](=O)[N:7]([C@@H:9]([CH3:46])[C:10]([NH:12][C@@H:13]([C:40]1[CH:45]=[CH:44][CH:43]=[CH:42][CH:41]=1)[C:14]([N:16]1[C@H:21]([C:22](=[O:34])[NH:23][C@H:24]2[C:33]3[C:28](=[CH:29][CH:30]=[CH:31][CH:32]=3)[O:27][CH2:26][CH2:25]2)[CH2:20][N:19]2[CH2:35][C:36]([F:39])([F:38])[CH2:37][C@@H:18]2[CH2:17]1)=[O:15])=[O:11])C)(C)(C)C.C(OCC)(=O)C.[ClH:54], predict the reaction product.